Predict which catalyst facilitates the given reaction. From a dataset of Catalyst prediction with 721,799 reactions and 888 catalyst types from USPTO. (1) Reactant: [CH2:1]([N:3]1[C:11]2[C:6](=[CH:7][C:8]([O:12][C:13]([F:16])([F:15])[F:14])=[CH:9][CH:10]=2)[CH:5]=[C:4]1[C:17]([OH:19])=O)[CH3:2].C(Cl)(=O)C([Cl:23])=O.[CH3:26][O:27][CH2:28][CH2:29][N:30]([CH3:38])[C:31]1[CH:36]=[CH:35][C:34]([NH2:37])=[CH:33][N:32]=1.C(N(CC)CC)C. Product: [ClH:23].[CH3:26][O:27][CH2:28][CH2:29][N:30]([CH3:38])[C:31]1[N:32]=[CH:33][C:34]([NH:37][C:17]([C:4]2[N:3]([CH2:1][CH3:2])[C:11]3[C:6]([CH:5]=2)=[CH:7][C:8]([O:12][C:13]([F:14])([F:15])[F:16])=[CH:9][CH:10]=3)=[O:19])=[CH:35][CH:36]=1. The catalyst class is: 59. (2) Reactant: [CH3:1][O:2][C:3]1[CH:8]=[CH:7][CH:6]=[CH:5][C:4]=1[C@H:9]1[O:14][C:13](=[O:15])[NH:12][CH2:11][CH2:10]1.[CH3:16]C([O-])(C)C.[K+].Br[CH2:23][C:24]1[CH:29]=[C:28]([C:30]([F:33])([F:32])[F:31])[CH:27]=[CH:26][C:25]=1[C:34]1[CH:35]=[C:36]([C:42]2[CH:47]=[CH:46][C:45]([C:48]([O-:50])=[O:49])=[CH:44][C:43]=2[CH3:51])[CH:37]=[CH:38][C:39]=1[O:40][CH3:41]. Product: [CH3:41][O:40][C:39]1[CH:38]=[CH:37][C:36]([C:42]2[CH:47]=[CH:46][C:45]([C:48]([O:50][CH3:16])=[O:49])=[CH:44][C:43]=2[CH3:51])=[CH:35][C:34]=1[C:25]1[CH:26]=[CH:27][C:28]([C:30]([F:32])([F:33])[F:31])=[CH:29][C:24]=1[CH2:23][N:12]1[CH2:11][CH2:10][C@@H:9]([C:4]2[CH:5]=[CH:6][CH:7]=[CH:8][C:3]=2[O:2][CH3:1])[O:14][C:13]1=[O:15]. The catalyst class is: 3. (3) Reactant: Br[C:2]1[CH:7]=[CH:6][C:5]([C:8]2[CH:9]=[N:10][C:11]3[N:12]([C:14]([C:17]4([C:20]5[CH:25]=[CH:24][C:23]([O:26][CH3:27])=[CH:22][CH:21]=5)[CH2:19][CH2:18]4)=[N:15][N:16]=3)[N:13]=2)=[CH:4][CH:3]=1.[NH:28]1[CH2:32][CH2:31][CH2:30][C:29]1=[O:33].CN[C@H]1CCCC[C@@H]1NC.C(=O)([O-])[O-].[K+].[K+].C(=O)=O.CC(C)=O. Product: [CH3:27][O:26][C:23]1[CH:24]=[CH:25][C:20]([C:17]2([C:14]3[N:12]4[N:13]=[C:8]([C:5]5[CH:6]=[CH:7][C:2]([N:28]6[CH2:32][CH2:31][CH2:30][C:29]6=[O:33])=[CH:3][CH:4]=5)[CH:9]=[N:10][C:11]4=[N:16][N:15]=3)[CH2:19][CH2:18]2)=[CH:21][CH:22]=1. The catalyst class is: 185.